Dataset: Catalyst prediction with 721,799 reactions and 888 catalyst types from USPTO. Task: Predict which catalyst facilitates the given reaction. (1) The catalyst class is: 7. Reactant: [CH:1]1([OH:7])[CH2:6][CH2:5][CH2:4][CH2:3][CH2:2]1.[CH3:8][C:9](C)([O-])[CH3:10].[K+].C(Br)C=C.O. Product: [CH:1]1([O:7][CH2:10][CH:9]=[CH2:8])[CH2:6][CH2:5][CH2:4][CH2:3][CH2:2]1. (2) Reactant: [CH3:1][O:2][C:3](=[O:57])[NH:4][CH:5]([C:9]([N:11]1[CH2:15][CH2:14][CH2:13][CH:12]1[C:16]1[NH:17][C:18]([C:21]2[CH:30]=[CH:29][C:28]3[C:23](=[CH:24][CH:25]=[C:26]([C:31]4[CH:36]=[CH:35][C:34]([C:37]5[NH:38][C:39]([CH:42]6[CH2:46][CH2:45][CH2:44][N:43]6[C:47](=[O:56])[CH:48]([NH2:55])[C:49]6[CH:54]=[CH:53][CH:52]=[CH:51][CH:50]=6)=[N:40][CH:41]=5)=[CH:33][CH:32]=4)[CH:27]=3)[CH:22]=2)=[CH:19][N:20]=1)=[O:10])[CH:6]([CH3:8])[CH3:7].CCN(C(C)C)C(C)C.[C:67](Cl)(=[O:70])[CH2:68][CH3:69]. Product: [CH3:1][O:2][C:3](=[O:57])[NH:4][CH:5]([C:9]([N:11]1[CH2:15][CH2:14][CH2:13][CH:12]1[C:16]1[NH:17][C:18]([C:21]2[CH:30]=[CH:29][C:28]3[C:23](=[CH:24][CH:25]=[C:26]([C:31]4[CH:32]=[CH:33][C:34]([C:37]5[NH:38][C:39]([CH:42]6[CH2:46][CH2:45][CH2:44][N:43]6[C:47](=[O:56])[CH:48]([C:49]6[CH:54]=[CH:53][CH:52]=[CH:51][CH:50]=6)[NH:55][C:67](=[O:70])[CH2:68][CH3:69])=[N:40][CH:41]=5)=[CH:35][CH:36]=4)[CH:27]=3)[CH:22]=2)=[CH:19][N:20]=1)=[O:10])[CH:6]([CH3:8])[CH3:7]. The catalyst class is: 1.